This data is from Reaction yield outcomes from USPTO patents with 853,638 reactions. The task is: Predict the reaction yield, written as a fraction of the theoretical maximum amount of product (1.0 means a 100% yield; for example, 0.34 means a 34% yield). (1) The catalyst is C(Cl)Cl.N.CN(C=O)C. The product is [Br:1][C:2]1[C:3]([N:12]2[CH2:17][CH2:16][N:15]([CH2:18][C:19]3[N:20]=[C:21]([CH3:24])[S:22][CH:23]=3)[CH2:14][CH2:13]2)=[C:4]2[N:9]=[C:48]([C:45]3[CH:44]=[CH:43][C:42]([CH2:41][N:38]4[CH2:37][CH2:36][N:35]([C:33]([O:32][C:28]([CH3:29])([CH3:31])[CH3:30])=[O:34])[CH2:40][CH2:39]4)=[CH:47][CH:46]=3)[NH:8][C:5]2=[N:6][CH:7]=1. The yield is 0.330. The reactants are [Br:1][C:2]1[C:3]([N:12]2[CH2:17][CH2:16][N:15]([CH2:18][C:19]3[N:20]=[C:21]([CH3:24])[S:22][CH:23]=3)[CH2:14][CH2:13]2)=[C:4]([N+:9]([O-])=O)[C:5]([NH2:8])=[N:6][CH:7]=1.CCO.[C:28]([O:32][C:33]([N:35]1[CH2:40][CH2:39][N:38]([CH2:41][C:42]2[CH:47]=[CH:46][C:45]([CH:48]=O)=[CH:44][CH:43]=2)[CH2:37][CH2:36]1)=[O:34])([CH3:31])([CH3:30])[CH3:29].[O-]S(S([O-])=O)=O.[Na+].[Na+]. (2) The reactants are [CH3:1][C:2]1[CH:7]=[CH:6][C:5]([S:8]([O:11][CH2:12][CH:13]2[CH2:17][C:16]3[CH:18]=[C:19]([F:23])[CH:20]=[C:21](Br)[C:15]=3[O:14]2)(=[O:10])=[O:9])=[CH:4][CH:3]=1.[C:24]1(B(O)O)[CH:29]=[CH:28][CH:27]=[CH:26][CH:25]=1.C(=O)([O-])[O-].[K+].[K+]. The catalyst is CC1C=CC=CC=1[P](C1C=CC=CC=1C)([Pd](Cl)(Cl)[P](C1=C(C)C=CC=C1)(C1C=CC=CC=1C)C1C=CC=CC=1C)C1C=CC=CC=1C. The product is [CH3:1][C:2]1[CH:7]=[CH:6][C:5]([S:8]([O:11][CH2:12][CH:13]2[CH2:17][C:16]3[CH:18]=[C:19]([F:23])[CH:20]=[C:21]([C:24]4[CH:29]=[CH:28][CH:27]=[CH:26][CH:25]=4)[C:15]=3[O:14]2)(=[O:10])=[O:9])=[CH:4][CH:3]=1. The yield is 0.820. (3) The reactants are Br[CH2:2]/[CH:3]=[CH:4]/[C:5]([O:7][CH3:8])=[O:6].[CH3:9][NH2:10].Cl.C(Cl)[Cl:13]. The catalyst is C1COCC1.CC(O)C. The product is [ClH:13].[CH3:9][NH:10][CH2:2]/[CH:3]=[CH:4]/[C:5]([O:7][CH3:8])=[O:6]. The yield is 0.220. (4) The reactants are [CH3:1][C:2]1[CH:12]=[C:11]([CH:13]=[CH2:14])[CH:10]=[CH:9][C:3]=1[C:4]([O:6][CH2:7][CH3:8])=[O:5].Br[CH:16]([C:21]1[CH:26]=[C:25]([Cl:27])[CH:24]=[C:23]([Cl:28])[CH:22]=1)[C:17]([F:20])([F:19])[F:18].N1C=CC=CC=1C1C=CC=CN=1. The catalyst is ClC1C=CC=CC=1Cl.[Cu]Cl. The product is [Cl:27][C:25]1[CH:26]=[C:21]([CH:16]([C:17]([F:20])([F:18])[F:19])/[CH:14]=[CH:13]/[C:11]2[CH:10]=[CH:9][C:3]([C:4]([O:6][CH2:7][CH3:8])=[O:5])=[C:2]([CH3:1])[CH:12]=2)[CH:22]=[C:23]([Cl:28])[CH:24]=1. The yield is 0.400.